Dataset: Catalyst prediction with 721,799 reactions and 888 catalyst types from USPTO. Task: Predict which catalyst facilitates the given reaction. (1) Product: [F:1][C:2]([F:12])([F:11])[C:3]1[CH:4]=[CH:5][C:6]([CH:9]=[C:14]2[CH2:15][CH2:16][CH2:17][C:13]2=[O:26])=[N:7][CH:8]=1. Reactant: [F:1][C:2]([F:12])([F:11])[C:3]1[CH:4]=[CH:5][C:6]([CH:9]=O)=[N:7][CH:8]=1.[C:13]1(N2CCOCC2)[CH2:17][CH2:16][CH2:15][CH:14]=1.Cl.C(=O)(O)[O-:26].[Na+].[OH-].[Na+]. The catalyst class is: 93. (2) Reactant: [O:1]1[C:10]2[CH:9]=[C:8]([C:11]([O:13]C)=[O:12])[N:7]=[CH:6][C:5]=2[O:4][CH2:3][CH2:2]1.[OH-].[Na+]. Product: [O:1]1[C:10]2[CH:9]=[C:8]([C:11]([OH:13])=[O:12])[N:7]=[CH:6][C:5]=2[O:4][CH2:3][CH2:2]1. The catalyst class is: 5. (3) Reactant: [Br:1][C:2]1[CH:24]=[CH:23][C:5]2[C:6]([NH:16][CH:17]([CH3:22])[C:18]([CH3:21])([CH3:20])[CH3:19])=[N:7][C:8]3[C:9](I)=[CH:10][NH:11][C:12](=[O:14])[C:13]=3[C:4]=2[CH:3]=1.[CH3:25][S:26]([O-:28])=[O:27].[Na+].N1CCCC1C(O)=O.[OH-].[Na+]. Product: [Br:1][C:2]1[CH:24]=[CH:23][C:5]2[C:6]([NH:16][CH:17]([CH3:22])[C:18]([CH3:21])([CH3:20])[CH3:19])=[N:7][C:8]3[C:9]([S:26]([CH3:25])(=[O:28])=[O:27])=[CH:10][NH:11][C:12](=[O:14])[C:13]=3[C:4]=2[CH:3]=1. The catalyst class is: 205. (4) Reactant: [Si]([O:8][CH2:9][CH2:10][C:11]1[N:15]([CH3:16])[N:14]=[C:13]([C:17]2[CH:22]=[CH:21][C:20]([O:23]C)=[CH:19][CH:18]=2)[C:12]=1[C:25]1[C:26]([CH3:31])=[N:27][O:28][C:29]=1[CH3:30])(C(C)(C)C)(C)C.B(F)(F)F. Product: [CH3:31][C:26]1[C:25]([C:12]2[C:13]([C:17]3[CH:18]=[CH:19][C:20]([OH:23])=[CH:21][CH:22]=3)=[N:14][N:15]([CH3:16])[C:11]=2[CH2:10][CH2:9][OH:8])=[C:29]([CH3:30])[O:28][N:27]=1. The catalyst class is: 2. (5) Reactant: [CH2:1]([O:3][C:4]([C:6]1[NH:7][C:8]2[C:13]([CH:14]=1)=[CH:12][C:11]([O:15][CH2:16][C:17]1[CH:22]=[CH:21][CH:20]=[CH:19][CH:18]=1)=[CH:10][CH:9]=2)=[O:5])[CH3:2].C(=O)([O-])[O-].[Cs+].[Cs+].[CH:29](CS([O-])(=O)=O)([CH3:31])[CH3:30]. Product: [CH2:1]([O:3][C:4]([C:6]1[N:7]([CH:29]([CH3:31])[CH3:30])[C:8]2[C:13]([CH:14]=1)=[CH:12][C:11]([O:15][CH2:16][C:17]1[CH:22]=[CH:21][CH:20]=[CH:19][CH:18]=1)=[CH:10][CH:9]=2)=[O:5])[CH3:2]. The catalyst class is: 10.